From a dataset of Forward reaction prediction with 1.9M reactions from USPTO patents (1976-2016). Predict the product of the given reaction. (1) Given the reactants [CH2:1]([O:3][C:4]([C:6]1[CH:7]=[N:8][C:9]2[C:14]([C:15]=1Cl)=[CH:13][CH:12]=[CH:11][C:10]=2[N+:17]([O-])=O)=[O:5])[CH3:2].[CH2:20]([NH2:24])[CH2:21][CH2:22][CH3:23], predict the reaction product. The product is: [CH2:1]([O:3][C:4]([C:6]1[CH:7]=[N:8][C:9]2[C:14]([C:15]=1[NH:24][CH2:20][CH2:21][CH2:22][CH3:23])=[CH:13][CH:12]=[CH:11][C:10]=2[NH2:17])=[O:5])[CH3:2]. (2) Given the reactants Cl[S:2]([C:5]1[CH:13]=[CH:12][C:8]([C:9]([OH:11])=[O:10])=[CH:7][CH:6]=1)(=[O:4])=[O:3].[CH3:14][NH:15][C:16]1[CH:21]=[CH:20][CH:19]=[CH:18][CH:17]=1, predict the reaction product. The product is: [CH3:14][N:15]([C:16]1[CH:21]=[CH:20][CH:19]=[CH:18][CH:17]=1)[S:2]([C:5]1[CH:13]=[CH:12][C:8]([C:9]([OH:11])=[O:10])=[CH:7][CH:6]=1)(=[O:4])=[O:3]. (3) Given the reactants [F:1][C:2]([F:22])([F:21])[C:3]([C:5]1[CH:10]=[CH:9][C:8]([O:11][CH2:12][CH2:13][CH2:14][CH2:15][CH2:16][C:17]([F:20])([F:19])[F:18])=[CH:7][CH:6]=1)=O.[CH3:23][C:24]([S@@:27]([NH2:29])=[O:28])([CH3:26])[CH3:25], predict the reaction product. The product is: [CH3:23][C:24]([S@@:27](/[N:29]=[C:3](\[C:5]1[CH:10]=[CH:9][C:8]([O:11][CH2:12][CH2:13][CH2:14][CH2:15][CH2:16][C:17]([F:20])([F:19])[F:18])=[CH:7][CH:6]=1)/[C:2]([F:22])([F:21])[F:1])=[O:28])([CH3:26])[CH3:25].